This data is from Choline transporter screen with 302,306 compounds. The task is: Binary Classification. Given a drug SMILES string, predict its activity (active/inactive) in a high-throughput screening assay against a specified biological target. (1) The molecule is Clc1c(C(=O)Nc2ccc(N3CCN(CC3)C(=O)C)cc2)cccc1. The result is 0 (inactive). (2) The drug is O=C/1N(CC=C)C(=O)NC(=O)C1=C(\Nc1ccc(N(C)C)cc1)C. The result is 0 (inactive). (3) The drug is Clc1cc(NC(=O)c2[nH]c(c(c2C)C(=O)C)C)ccc1OC. The result is 0 (inactive). (4) The molecule is Clc1c(NC(=O)COc2c(C(=O)NCC3OCCC3)cccc2)ccc(Cl)c1. The result is 0 (inactive). (5) The drug is O=C(N\N=C\c1c(OC)ccc(OC)c1)c1n2c(nc1C)ccc(c2)C. The result is 0 (inactive). (6) The drug is o1c2c(c(c(CCC(O)=O)c1=O)C)cc1c(occ1c1ccccc1)c2. The result is 1 (active). (7) The molecule is Clc1c(C(=O)n2nc(nc2N)c2ccc(OC)cc2)cccc1. The result is 0 (inactive). (8) The compound is s1c(C2N(c3c(cccc3)C)C(S)=C(C(=O)N2)C#N)ccc1. The result is 0 (inactive). (9) The molecule is S=c1n(c2c([nH]1)cccc2)Cc1ccccc1. The result is 0 (inactive).